From a dataset of Full USPTO retrosynthesis dataset with 1.9M reactions from patents (1976-2016). Predict the reactants needed to synthesize the given product. (1) Given the product [CH3:43][O:42][C:33]1[CH:34]=[CH:35][C:36]([C:38]([F:41])([F:40])[F:39])=[CH:37][C:32]=1[NH:29][C:30]([NH:28][C:24]1[CH:25]=[CH:26][CH:27]=[C:22]([C:2]2[N:3]=[C:4]([N:11]3[CH:15]=[CH:14][N:13]=[C:12]3[C:16]3[CH:21]=[CH:20][N:19]=[CH:18][CH:17]=3)[C:5]3[N:6]([CH:8]=[CH:9][N:10]=3)[CH:7]=2)[CH:23]=1)=[O:31], predict the reactants needed to synthesize it. The reactants are: Br[C:2]1([C:22]2[CH:23]=[C:24]([NH2:28])[CH:25]=[CH:26][CH:27]=2)[CH2:7][N:6]2[CH:8]=[CH:9][N:10]=[C:5]2[C:4]([N:11]2[CH:15]=[CH:14][N:13]=[C:12]2[C:16]2[CH:21]=[CH:20][N:19]=[CH:18][CH:17]=2)=[N:3]1.[N:29]([C:32]1[CH:37]=[C:36]([C:38]([F:41])([F:40])[F:39])[CH:35]=[CH:34][C:33]=1[O:42][CH3:43])=[C:30]=[O:31].CN(C=O)C. (2) Given the product [Cl:29][C:23]1[CH:22]=[C:21]2[C:26](=[CH:25][CH:24]=1)[C:27](=[O:28])[N:19]([C:17]1[CH:16]=[N:15][CH:14]=[C:13]([CH:10]3[CH2:11][CH2:12][N:8]([S:41]([CH2:39][CH3:40])(=[O:43])=[O:42])[CH2:9]3)[CH:18]=1)[C:20]2([CH3:31])[CH3:30], predict the reactants needed to synthesize it. The reactants are: C(OC([N:8]1[CH2:12][CH2:11][CH:10]([C:13]2[CH:14]=[N:15][CH:16]=[C:17]([N:19]3[C:27](=[O:28])[C:26]4[C:21](=[CH:22][C:23]([Cl:29])=[CH:24][CH:25]=4)[C:20]3([CH3:31])[CH3:30])[CH:18]=2)[CH2:9]1)=O)(C)(C)C.C(O)(C(F)(F)F)=O.[CH2:39]([S:41](Cl)(=[O:43])=[O:42])[CH3:40]. (3) Given the product [CH2:35]([O:34][C:32]([C:26]([CH:14]1[C:13]2[N:9]([CH2:8][C:5]3[CH:6]=[CH:7][C:2]([Cl:1])=[CH:3][CH:4]=3)[C:10]([CH:18]([CH3:20])[CH3:19])=[N:11][C:12]=2[CH2:16][CH2:15]1)([C:24]([O:23][CH2:21][CH3:22])=[O:25])[C:27]([O:29][CH2:30][CH3:31])=[O:28])=[O:33])[CH3:36], predict the reactants needed to synthesize it. The reactants are: [Cl:1][C:2]1[CH:7]=[CH:6][C:5]([CH2:8][N:9]2[C:13]3[CH:14](O)[CH2:15][CH2:16][C:12]=3[N:11]=[C:10]2[CH:18]([CH3:20])[CH3:19])=[CH:4][CH:3]=1.[CH2:21]([O:23][C:24]([CH:26]([C:32]([O:34][CH2:35][CH3:36])=[O:33])[C:27]([O:29][CH2:30][CH3:31])=[O:28])=[O:25])[CH3:22].CP(C)C.N(C(OC(C)C)=O)=NC(OC(C)C)=O. (4) Given the product [OH:29][C:17]1([C:7]2[CH:14]=[CH:13][C:10]([C:11]#[N:12])=[CH:9][CH:8]=2)[CH2:16][O:15][CH2:18]1, predict the reactants needed to synthesize it. The reactants are: C([Mg]Cl)(C)C.I[C:7]1[CH:14]=[CH:13][C:10]([C:11]#[N:12])=[CH:9][CH:8]=1.[O:15]1[CH2:18][C:17](=CC(OCC)=O)[CH2:16]1.[Cl-].[NH4+].C([O:29]CC)C. (5) Given the product [Br:17][C:18]1[CH:19]=[CH:20][C:21]([N+:24]([O-:26])=[O:25])=[C:22]([N:5]([CH2:6][C:7]2[C:12]([F:13])=[CH:11][CH:10]=[CH:9][C:8]=2[F:14])[C@H:4]([C:3]([OH:2])=[O:16])[CH3:15])[CH:23]=1, predict the reactants needed to synthesize it. The reactants are: C[O:2][C:3](=[O:16])[C@H:4]([CH3:15])[NH:5][CH2:6][C:7]1[C:12]([F:13])=[CH:11][CH:10]=[CH:9][C:8]=1[F:14].[Br:17][C:18]1[CH:23]=[CH:22][C:21]([N+:24]([O-:26])=[O:25])=[C:20](F)[CH:19]=1.C(=O)([O-])[O-].[K+].[K+].Cl. (6) Given the product [CH3:19][C:13]1[C:12]([CH:21]([OH:22])[C:20]([O:24][CH2:25][CH3:26])=[O:23])=[CH:17][CH:16]=[C:15]([CH3:18])[N:14]=1, predict the reactants needed to synthesize it. The reactants are: C([Mg]Cl)(C)C.[Li]CCCC.Br[C:12]1[C:13]([CH3:19])=[N:14][C:15]([CH3:18])=[CH:16][CH:17]=1.[C:20]([O:24][CH2:25][CH3:26])(=[O:23])[CH:21]=[O:22].C([O-])(O)=O.[Na+]. (7) Given the product [CH3:1][CH2:2][CH2:3][S:4]([NH:7][C:8]1[CH:9]=[CH:10][C:11]([F:33])=[C:12]([C:15]([C:17]2[C:21]3[CH:22]=[C:23]([C:26]4[CH:27]=[CH:28][C:29]([Cl:32])=[CH:30][CH:31]=4)[CH:24]=[N:25][C:20]=3[NH:19][CH:18]=2)=[O:16])[C:13]=1[F:14])(=[O:6])=[O:5].[OH:38][CH2:39][CH2:40][N+:41]([CH3:44])([CH3:43])[CH3:42], predict the reactants needed to synthesize it. The reactants are: [CH3:1][CH2:2][CH2:3][S:4]([NH:7][C:8]1[CH:9]=[CH:10][C:11]([F:33])=[C:12]([C:15]([C:17]2[C:21]3[CH:22]=[C:23]([C:26]4[CH:27]=[CH:28][C:29]([Cl:32])=[CH:30][CH:31]=4)[CH:24]=[N:25][C:20]=3[NH:19][CH:18]=2)=[O:16])[C:13]=1[F:14])(=[O:6])=[O:5].CC(C)=O.[OH:38][CH2:39][CH2:40][N+:41]([CH3:44])([CH3:43])[CH3:42].C(O)(C)C.